From a dataset of Full USPTO retrosynthesis dataset with 1.9M reactions from patents (1976-2016). Predict the reactants needed to synthesize the given product. (1) Given the product [O:36]=[S:2]1(=[O:1])[CH2:7][CH2:6][CH2:5][CH2:4][N:3]1[C:8]1[N:17]=[C:16]([C:18]([NH:20][CH2:21][C:22]2[CH:27]=[CH:26][C:25]([F:28])=[CH:24][C:23]=2[C:29]([NH:31][CH:32]([CH3:34])[CH3:33])=[O:30])=[O:19])[C:15]([O-:35])=[C:14]2[C:9]=1[CH:10]=[CH:11][CH:12]=[N:13]2.[Na+:38], predict the reactants needed to synthesize it. The reactants are: [O:1]=[S:2]1(=[O:36])[CH2:7][CH2:6][CH2:5][CH2:4][N:3]1[C:8]1[N:17]=[C:16]([C:18]([NH:20][CH2:21][C:22]2[CH:27]=[CH:26][C:25]([F:28])=[CH:24][C:23]=2[C:29]([NH:31][CH:32]([CH3:34])[CH3:33])=[O:30])=[O:19])[C:15]([OH:35])=[C:14]2[C:9]=1[CH:10]=[CH:11][CH:12]=[N:13]2.[OH-].[Na+:38]. (2) Given the product [C:1]1([CH:7]([C:48]2[CH:53]=[CH:52][CH:51]=[CH:50][CH:49]=2)[CH2:8][NH:9][C:10]2[N:18]=[C:17]([N:19]3[CH:20]=[C:21]([NH:24][C:25]([NH:27][CH2:28][C:29]4[CH:34]=[CH:33][CH:32]=[CH:31][N:30]=4)=[O:26])[CH:22]=[N:54]3)[N:16]=[C:15]3[C:11]=2[N:12]=[CH:13][N:14]3[C@@H:35]2[CH2:39][C@H:38]([NH:40][C:41](=[O:45])[CH2:42][CH3:43])[C@@H:37]([OH:46])[C@H:36]2[OH:47])[CH:6]=[CH:5][CH:4]=[CH:3][CH:2]=1, predict the reactants needed to synthesize it. The reactants are: [C:1]1([CH:7]([C:48]2[CH:53]=[CH:52][CH:51]=[CH:50][CH:49]=2)[CH2:8][NH:9][C:10]2[N:18]=[C:17]([N:19]3C[CH2:22][C@@H:21]([NH:24][C:25]([NH:27][CH2:28][C:29]4[CH:34]=[CH:33][CH:32]=[CH:31][N:30]=4)=[O:26])[CH2:20]3)[N:16]=[C:15]3[C:11]=2[N:12]=[CH:13][N:14]3[C@@H:35]2[CH2:39][C@H:38]([NH:40][C:41](=[O:45])[CH2:42][CH2:43]O)[C@@H:37]([OH:46])[C@H:36]2[OH:47])[CH:6]=[CH:5][CH:4]=[CH:3][CH:2]=1.[NH2:54][C@@H]1CCN(C2N=C3C(N=CN3[C@@H]3C[C@H](NC(=O)CCO)[C@@H](O)[C@H]3O)=C(NCC(C3C=CC=CC=3)C3C=CC=CC=3)N=2)C1. (3) Given the product [C:1]1([C:7]2[N:8]=[CH:9][O:10][C:11]=2[C:12]2[CH:13]=[CH:14][C:15]([NH:18][NH:19][C:29](=[O:33])[CH:30]([CH3:32])[CH3:31])=[N:16][CH:17]=2)[CH:2]=[CH:3][CH:4]=[CH:5][CH:6]=1, predict the reactants needed to synthesize it. The reactants are: [C:1]1([C:7]2[N:8]=[CH:9][O:10][C:11]=2[C:12]2[CH:13]=[CH:14][C:15]([NH:18][NH2:19])=[N:16][CH:17]=2)[CH:6]=[CH:5][CH:4]=[CH:3][CH:2]=1.C(N(CC)C(C)C)(C)C.[C:29](Cl)(=[O:33])[CH:30]([CH3:32])[CH3:31]. (4) Given the product [NH2:1][C:2]1[C:7]([C:8]#[N:9])=[C:6]([C@H:10]2[CH2:15][CH2:14][C@@H:13]([O:16][CH2:17][CH2:18][OH:19])[CH2:12][CH2:11]2)[C:5]([C:37]#[N:38])=[C:4]([S:39][CH2:40][C:41]2[N:42]=[C:43]([C:46]3[CH:47]=[CH:48][C:49]([Cl:52])=[CH:50][CH:51]=3)[S:44][CH:45]=2)[N:3]=1, predict the reactants needed to synthesize it. The reactants are: [NH2:1][C:2]1[C:7]([C:8]#[N:9])=[C:6]([CH:10]2[CH2:15][CH2:14][CH:13]([O:16][CH2:17][CH2:18][O:19][Si](C(C)(C)C)(C3C=CC=CC=3)C3C=CC=CC=3)[CH2:12][CH2:11]2)[C:5]([C:37]#[N:38])=[C:4]([S:39][CH2:40][C:41]2[N:42]=[C:43]([C:46]3[CH:51]=[CH:50][C:49]([Cl:52])=[CH:48][CH:47]=3)[S:44][CH:45]=2)[N:3]=1.[F-].C([N+](CCCC)(CCCC)CCCC)CCC.C(OCC)(=O)C.